Dataset: Full USPTO retrosynthesis dataset with 1.9M reactions from patents (1976-2016). Task: Predict the reactants needed to synthesize the given product. Given the product [C:1]1([S:7]([C:10]2[C@@H:32]([OH:31])[C@@H:33]([OH:35])[C@H:14]([CH3:15])[C@H:13]([O:18][Si:19]([C:22]([CH3:25])([CH3:24])[CH3:23])([CH3:21])[CH3:20])[C@@H:12]([CH3:26])[CH:11]=2)(=[O:9])=[O:8])[CH:6]=[CH:5][CH:4]=[CH:3][CH:2]=1, predict the reactants needed to synthesize it. The reactants are: [C:1]1([S:7]([C:10]2C=[CH:15][C@H:14](C)[C@H:13]([O:18][Si:19]([C:22]([CH3:25])([CH3:24])[CH3:23])([CH3:21])[CH3:20])[C@@H:12]([CH3:26])[CH:11]=2)(=[O:9])=[O:8])[CH:6]=[CH:5][CH:4]=[CH:3][CH:2]=1.C[N+]1([O-])[CH2:33][CH2:32][O:31]CC1.[O-:35]S([O-])(=S)=O.[Na+].[Na+].